Dataset: Catalyst prediction with 721,799 reactions and 888 catalyst types from USPTO. Task: Predict which catalyst facilitates the given reaction. Reactant: [CH2:1]([SH:3])[CH3:2].[OH-].[Na+].Cl[C:7]1[N:12]=[C:11]2[C:13]3[CH:14]=[CH:15][CH:16]=[CH:17][C:18]=3[C:19](=[O:20])[C:10]2=[N:9][C:8]=1[C:21]#[N:22]. Product: [CH2:1]([S:3][C:7]1[N:12]=[C:11]2[C:13]3[CH:14]=[CH:15][CH:16]=[CH:17][C:18]=3[C:19](=[O:20])[C:10]2=[N:9][C:8]=1[C:21]#[N:22])[CH3:2]. The catalyst class is: 1.